Dataset: Peptide-MHC class II binding affinity with 134,281 pairs from IEDB. Task: Regression. Given a peptide amino acid sequence and an MHC pseudo amino acid sequence, predict their binding affinity value. This is MHC class II binding data. (1) The peptide sequence is AVAANELGMLEKTKE. The MHC is DRB1_1101 with pseudo-sequence DRB1_1101. The binding affinity (normalized) is 0.337. (2) The peptide sequence is GATRERSLWIIFSKN. The MHC is DRB1_0401 with pseudo-sequence DRB1_0401. The binding affinity (normalized) is 0.327. (3) The peptide sequence is YKDVDKPPFSGMTGC. The MHC is HLA-DPA10301-DPB10402 with pseudo-sequence HLA-DPA10301-DPB10402. The binding affinity (normalized) is 0.0887. (4) The peptide sequence is VALDMMNENLGIISH. The MHC is DRB1_0101 with pseudo-sequence DRB1_0101. The binding affinity (normalized) is 0.562. (5) The peptide sequence is NYLALLVKFVAGDGD. The MHC is HLA-DPA10103-DPB10201 with pseudo-sequence HLA-DPA10103-DPB10201. The binding affinity (normalized) is 0.220. (6) The peptide sequence is PAKNIYSFNEIVALW. The MHC is DRB1_1001 with pseudo-sequence DRB1_1001. The binding affinity (normalized) is 0.755.